Dataset: Reaction yield outcomes from USPTO patents with 853,638 reactions. Task: Predict the reaction yield, written as a fraction of the theoretical maximum amount of product (1.0 means a 100% yield; for example, 0.34 means a 34% yield). (1) The reactants are [CH3:1][CH:2]1[NH:7][CH:6]([CH3:8])[CH2:5][N:4]([C:9]2[CH:16]=[CH:15][C:12]([CH:13]=[O:14])=[CH:11][CH:10]=2)[CH2:3]1.CCN(CC)CC.[C:24](Cl)(=[O:26])[CH3:25]. The catalyst is C(Cl)Cl. The product is [C:24]([N:7]1[CH:2]([CH3:1])[CH2:3][N:4]([C:9]2[CH:16]=[CH:15][C:12]([CH:13]=[O:14])=[CH:11][CH:10]=2)[CH2:5][CH:6]1[CH3:8])(=[O:26])[CH3:25]. The yield is 0.830. (2) The reactants are [Cl:1][C:2]1[CH:3]=[C:4]([C:9]2([C:15]([OH:17])=O)[CH2:14][CH2:13][CH2:12][CH2:11][CH2:10]2)[CH:5]=[CH:6][C:7]=1[Cl:8].[CH3:18][NH2:19]. No catalyst specified. The product is [Cl:1][C:2]1[CH:3]=[C:4]([C:9]2([C:15]([NH:19][CH3:18])=[O:17])[CH2:14][CH2:13][CH2:12][CH2:11][CH2:10]2)[CH:5]=[CH:6][C:7]=1[Cl:8]. The yield is 0.350. (3) The reactants are [CH3:1][O:2][C:3]1[CH:38]=[CH:37][C:6]([CH2:7][N:8]2[C:12]3=[N:13][CH:14]=[CH:15][C:16]([O:17][C:18]4[CH:26]=[CH:25][C:21]([C:22](O)=[O:23])=[CH:20][CH:19]=4)=[C:11]3[C:10]([NH:27][C@@H:28]3[CH2:32][CH2:31][N:30]([C:33](=[O:36])[CH2:34][CH3:35])[CH2:29]3)=[N:9]2)=[CH:5][CH:4]=1.[CH3:39][N:40]1[CH:44]=[CH:43][N:42]=[C:41]1[NH2:45]. The product is [CH3:1][O:2][C:3]1[CH:4]=[CH:5][C:6]([CH2:7][N:8]2[C:12]3=[N:13][CH:14]=[CH:15][C:16]([O:17][C:18]4[CH:19]=[CH:20][C:21]([C:22]([NH:45][C:41]5[N:40]([CH3:39])[CH:44]=[CH:43][N:42]=5)=[O:23])=[CH:25][CH:26]=4)=[C:11]3[C:10]([NH:27][C@@H:28]3[CH2:32][CH2:31][N:30]([C:33](=[O:36])[CH2:34][CH3:35])[CH2:29]3)=[N:9]2)=[CH:37][CH:38]=1. The yield is 0.470. No catalyst specified. (4) The reactants are [CH3:1][C:2]1[CH:7]=[CH:6][C:5]([S:8]([NH:11][C@H:12]([C:20]([NH:22][CH2:23][CH2:24][CH2:25][CH2:26][C@H:27]([N:31]([S:36]([C:39]2[CH:44]=[CH:43][C:42]([CH3:45])=[CH:41][CH:40]=2)(=[O:38])=[O:37])[CH2:32][CH:33]([CH3:35])[CH3:34])[C:28]([OH:30])=[O:29])=S)[CH2:13][C:14]2[CH:19]=[CH:18][CH:17]=[CH:16][CH:15]=2)(=[O:10])=[O:9])=[CH:4][CH:3]=1.[N:46]#[C:47][NH2:48]. The catalyst is CO.[NH4+].[Cl-]. The product is [CH3:1][C:2]1[CH:3]=[CH:4][C:5]([S:8]([NH:11][C@H:12]([C:20]([NH:48][C:47]#[N:46])=[N:22][CH2:23][CH2:24][CH2:25][CH2:26][C@H:27]([N:31]([S:36]([C:39]2[CH:40]=[CH:41][C:42]([CH3:45])=[CH:43][CH:44]=2)(=[O:37])=[O:38])[CH2:32][CH:33]([CH3:34])[CH3:35])[C:28]([OH:30])=[O:29])[CH2:13][C:14]2[CH:15]=[CH:16][CH:17]=[CH:18][CH:19]=2)(=[O:9])=[O:10])=[CH:6][CH:7]=1. The yield is 0.570. (5) The yield is 0.930. The product is [ClH:21].[NH2:19][C:13]1([CH3:18])[CH2:14][CH2:15][C:16](=[O:17])[NH:11][C:12]1=[O:20]. The reactants are C(OC([N:11]1[C:16](=[O:17])[CH2:15][CH2:14][C:13]([NH2:19])([CH3:18])[C:12]1=[O:20])=O)C1C=CC=CC=1.[ClH:21].[H][H].O. The catalyst is C(O)C.[Pd]. (6) The reactants are [CH:1]([C:3]1[CH:4]=[CH:5][C:6]([OH:11])=[C:7]([CH:10]=1)[C:8]#[N:9])=[O:2].[N+:12]([O-])([OH:14])=[O:13].C(OCC)(=O)C. The catalyst is C(O)(=O)C. The product is [CH:1]([C:3]1[CH:4]=[C:5]([N+:12]([O-:14])=[O:13])[C:6]([OH:11])=[C:7]([CH:10]=1)[C:8]#[N:9])=[O:2]. The yield is 0.960. (7) The reactants are Br[C:2]1[CH:3]=[C:4]([C:7]([O:9][CH3:10])=[O:8])[S:5][CH:6]=1.C([O-])([O-])=O.[K+].[K+].[CH2:17]([N:20]1[C:24](B2OC(C)(C)C(C)(C)O2)=[CH:23][CH:22]=[N:21]1)[CH2:18][CH3:19]. The catalyst is O1CCOCC1.O.C1C=CC([P]([Pd]([P](C2C=CC=CC=2)(C2C=CC=CC=2)C2C=CC=CC=2)([P](C2C=CC=CC=2)(C2C=CC=CC=2)C2C=CC=CC=2)[P](C2C=CC=CC=2)(C2C=CC=CC=2)C2C=CC=CC=2)(C2C=CC=CC=2)C2C=CC=CC=2)=CC=1. The product is [CH2:17]([N:20]1[C:24]([C:2]2[CH:3]=[C:4]([C:7]([O:9][CH3:10])=[O:8])[S:5][CH:6]=2)=[CH:23][CH:22]=[N:21]1)[CH2:18][CH3:19]. The yield is 0.700.